From a dataset of Reaction yield outcomes from USPTO patents with 853,638 reactions. Predict the reaction yield, written as a fraction of the theoretical maximum amount of product (1.0 means a 100% yield; for example, 0.34 means a 34% yield). (1) The reactants are [CH3:1][C:2]1[S:6][C:5]([Mg]Br)=[CH:4][CH:3]=1.Br[C:10]1[S:11][CH:12]=[CH:13][CH:14]=1.[NH4+].[Cl-]. The catalyst is [Ni](Cl)Cl.C1(P(C(P(C2C=CC=CC=2)C2C=CC=CC=2)(C)C)C2C=CC=CC=2)C=CC=CC=1.C1COCC1. The product is [CH3:1][C:2]1[S:6][C:5]([C:10]2[S:11][CH:12]=[CH:13][CH:14]=2)=[CH:4][CH:3]=1. The yield is 0.850. (2) The reactants are [Cl:1][C:2]1[CH:10]=[C:6]([C:7]([OH:9])=O)[C:5]([OH:11])=[CH:4][CH:3]=1.[NH2:12][C:13]1[S:14][CH:15]=[C:16]([C:18]2[CH:23]=[CH:22][CH:21]=[C:20]([C:24]([F:27])([F:26])[F:25])[CH:19]=2)[N:17]=1. No catalyst specified. The product is [Cl:1][C:2]1[CH:3]=[CH:4][C:5]([OH:11])=[C:6]([CH:10]=1)[C:7]([NH:12][C:13]1[S:14][CH:15]=[C:16]([C:18]2[CH:23]=[CH:22][CH:21]=[C:20]([C:24]([F:27])([F:25])[F:26])[CH:19]=2)[N:17]=1)=[O:9]. The yield is 0.310. (3) The reactants are [H-].[Na+].[CH:3]([N:16]1[CH2:19][CH:18]([OH:20])[CH2:17]1)([C:10]1[CH:15]=[CH:14][CH:13]=[CH:12][CH:11]=1)[C:4]1[CH:9]=[CH:8][CH:7]=[CH:6][CH:5]=1.Cl[C:22]1[CH:27]=[CH:26][C:25]([I:28])=[CH:24][N:23]=1.[Cl-].[NH4+]. The catalyst is CN(C)C=O. The product is [CH:3]([N:16]1[CH2:19][CH:18]([O:20][C:22]2[CH:27]=[CH:26][C:25]([I:28])=[CH:24][N:23]=2)[CH2:17]1)([C:10]1[CH:15]=[CH:14][CH:13]=[CH:12][CH:11]=1)[C:4]1[CH:5]=[CH:6][CH:7]=[CH:8][CH:9]=1. The yield is 0.710. (4) The reactants are Cl[CH2:2][C:3]1[CH:4]=[N:5][C:6]2[C:11]([CH:12]=1)=[CH:10][CH:9]=[C:8]([C:13]([F:16])([F:15])[F:14])[CH:7]=2.C(=O)([O-])[O-].[K+].[K+].Cl.[N+:24]([C:27]1[CH:32]=[CH:31][C:30]([NH:33][CH:34]2[CH2:39][CH2:38][CH:37]([O:40][CH2:41][C:42]([N:44]3[CH2:49][CH2:48][NH:47][CH2:46][CH2:45]3)=[O:43])[CH2:36][CH2:35]2)=[CH:29][C:28]=1[C:50]([F:53])([F:52])[F:51])([O-:26])=[O:25]. The catalyst is CN(C=O)C.CCOC(C)=O. The product is [N+:24]([C:27]1[CH:32]=[CH:31][C:30]([NH:33][CH:34]2[CH2:35][CH2:36][CH:37]([O:40][CH2:41][C:42]([N:44]3[CH2:49][CH2:48][N:47]([CH2:2][C:3]4[CH:4]=[N:5][C:6]5[C:11]([CH:12]=4)=[CH:10][CH:9]=[C:8]([C:13]([F:16])([F:15])[F:14])[CH:7]=5)[CH2:46][CH2:45]3)=[O:43])[CH2:38][CH2:39]2)=[CH:29][C:28]=1[C:50]([F:53])([F:52])[F:51])([O-:26])=[O:25]. The yield is 0.300. (5) The reactants are C[O:2][C:3]([C:5]1[N:6]=[C:7]2[N:15]([CH2:16][C:17]([N:19]3[CH2:24][CH:23]([CH3:25])[CH2:22][CH:21]([CH3:26])[CH2:20]3)=[O:18])[CH:14]=[C:13]([CH2:27][S:28][CH3:29])[N:8]2[C:9](=[O:12])[C:10]=1[OH:11])=O.[Cl:30][C:31]1[CH:32]=[C:33]([CH:36]=[CH:37][C:38]=1[Cl:39])[CH2:34][NH2:35]. The yield is 0.764. No catalyst specified. The product is [Cl:30][C:31]1[CH:32]=[C:33]([CH:36]=[CH:37][C:38]=1[Cl:39])[CH2:34][NH:35][C:3]([C:5]1[N:6]=[C:7]2[N:15]([CH2:16][C:17]([N:19]3[CH2:20][CH:21]([CH3:26])[CH2:22][CH:23]([CH3:25])[CH2:24]3)=[O:18])[CH:14]=[C:13]([CH2:27][S:28][CH3:29])[N:8]2[C:9](=[O:12])[C:10]=1[OH:11])=[O:2].